This data is from Reaction yield outcomes from USPTO patents with 853,638 reactions. The task is: Predict the reaction yield, written as a fraction of the theoretical maximum amount of product (1.0 means a 100% yield; for example, 0.34 means a 34% yield). (1) The reactants are [F:1][C:2]1[CH:3]=[C:4]([NH:24][C:25](=[O:38])[CH2:26][C:27]([NH:29][C:30]2[CH:35]=[CH:34][CH:33]=[CH:32][C:31]=2[O:36]C)=[O:28])[CH:5]=[CH:6][C:7]=1[O:8][C:9]1[CH:14]=[CH:13][N:12]=[C:11]2[CH:15]=[C:16]([C:18]3[N:22]([CH3:23])[CH:21]=[N:20][CH:19]=3)[S:17][C:10]=12.B(Br)(Br)Br. The catalyst is C(Cl)Cl.CO.O. The product is [F:1][C:2]1[CH:3]=[C:4]([NH:24][C:25](=[O:38])[CH2:26][C:27]([NH:29][C:30]2[CH:35]=[CH:34][CH:33]=[CH:32][C:31]=2[OH:36])=[O:28])[CH:5]=[CH:6][C:7]=1[O:8][C:9]1[CH:14]=[CH:13][N:12]=[C:11]2[CH:15]=[C:16]([C:18]3[N:22]([CH3:23])[CH:21]=[N:20][CH:19]=3)[S:17][C:10]=12. The yield is 0.270. (2) The reactants are [C:1]([O:5][C:6]([N:8]1[CH2:13][CH2:12][C:11](Br)([CH:14]([Br:25])[C:15]2[CH:20]=[CH:19][C:18]([C:21]([O:23]C)=[O:22])=[CH:17][CH:16]=2)[CH2:10][CH2:9]1)=[O:7])([CH3:4])([CH3:3])[CH3:2]. The catalyst is CO.[OH-].[Na+]. The product is [C:1]([O:5][C:6]([N:8]1[CH2:13][CH2:12][C:11](=[C:14]([Br:25])[C:15]2[CH:20]=[CH:19][C:18]([C:21]([OH:23])=[O:22])=[CH:17][CH:16]=2)[CH2:10][CH2:9]1)=[O:7])([CH3:4])([CH3:2])[CH3:3]. The yield is 0.870. (3) The reactants are [CH3:1][O:2][C:3]([C:5]1[CH:6]=[CH:7][CH:8]=[C:9]2[C:14]=1[N:13]=[CH:12][CH:11]=[CH:10]2)=[O:4].OO.C([O-])(O)=[O:18].[Na+]. The catalyst is CC(O)=O. The product is [CH3:1][O:2][C:3]([C:5]1[CH:6]=[CH:7][CH:8]=[C:9]2[C:14]=1[N:13]=[CH:12][C:11]([OH:18])=[CH:10]2)=[O:4]. The yield is 0.440. (4) The reactants are [CH3:1][C:2]([CH3:20])([CH3:19])[CH2:3][CH2:4][NH:5][CH:6]1[CH2:11][CH2:10][N:9](C([O:14][C:15]([CH3:18])(C)C)=O)[CH2:8][CH2:7]1.[F:21][C:22]1[CH:23]=[CH:24][C:25]([C:30]([F:33])([F:32])[F:31])=[C:26]([CH:29]=1)[CH:27]=[O:28].CO.[C:36]([O:39]CC)(=[O:38])[CH3:37]. The catalyst is C1CCCCC1. The product is [C:15]([OH:14])(=[O:28])/[CH:18]=[CH:37]/[C:36]([OH:39])=[O:38].[CH3:20][C:2]([CH3:1])([CH3:19])[CH2:3][CH2:4][N:5]([CH2:27][C:26]1[CH:29]=[C:22]([F:21])[CH:23]=[CH:24][C:25]=1[C:30]([F:32])([F:31])[F:33])[CH:6]1[CH2:7][CH2:8][NH:9][CH2:10][CH2:11]1. The yield is 0.570. (5) The product is [CH:3]([CH:4]1[CH2:7][CH:6]([C:8]([O:10][CH3:11])=[O:9])[CH2:5]1)=[O:2]. The catalyst is C(Cl)Cl. The reactants are C[O:2][CH:3]=[C:4]1[CH2:7][CH:6]([C:8]([O:10][CH3:11])=[O:9])[CH2:5]1.C(O)(C(F)(F)F)=O.O. The yield is 0.940. (6) The reactants are [Cl:1][CH2:2][CH2:3][NH:4][C:5]([C:7]1[CH:8]=[N:9][N:10]2[CH:15]=[CH:14][C:13]([N:16]3[C@@H:20]([C:21]4[C:22]([O:28]C)=[N:23][CH:24]=[C:25]([F:27])[CH:26]=4)[CH2:19][O:18][C:17]3=[O:30])=[N:12][C:11]=12)=[O:6]. The catalyst is Cl.CC(O)C. The product is [Cl:1][CH2:2][CH2:3][NH:4][C:5]([C:7]1[CH:8]=[N:9][N:10]2[CH:15]=[CH:14][C:13]([N:16]3[C@@H:20]([C:21]4[C:22](=[O:28])[NH:23][CH:24]=[C:25]([F:27])[CH:26]=4)[CH2:19][O:18][C:17]3=[O:30])=[N:12][C:11]=12)=[O:6]. The yield is 0.820. (7) The reactants are C[N:2](C)[CH:3]=[CH:4][C:5]([C:7]1[S:8][CH:9]=[CH:10][CH:11]=1)=O.O.[NH2:14]N. The catalyst is C(O)C. The product is [S:8]1[CH:9]=[CH:10][CH:11]=[C:7]1[C:5]1[CH:4]=[CH:3][NH:2][N:14]=1. The yield is 0.900. (8) The reactants are C(N(CC)CC)C.[C:8](Cl)(=[O:10])[CH3:9].[CH3:12][CH2:13][O:14][C:15]([CH:17]1[CH2:22][N:21]([C:23]([O:25][C:26]([CH3:29])([CH3:28])[CH3:27])=[O:24])[C:20]2[CH:30]=[C:31]([Cl:35])[C:32]([NH2:34])=[CH:33][C:19]=2[O:18]1)=[O:16]. The catalyst is C1COCC1. The product is [CH3:12][CH2:13][O:14][C:15]([CH:17]1[CH2:22][N:21]([C:23]([O:25][C:26]([CH3:29])([CH3:27])[CH3:28])=[O:24])[C:20]2[CH:30]=[C:31]([Cl:35])[C:32]([NH:34][C:8](=[O:10])[CH3:9])=[CH:33][C:19]=2[O:18]1)=[O:16]. The yield is 0.410. (9) The reactants are [O:1]1[CH:5]=[N:4][N:3]=[C:2]1[C:6]([C:20]1[CH:25]=[CH:24][CH:23]=[CH:22][CH:21]=1)=[C:7]1[CH2:12][CH2:11][N:10]([C:13](OC(C)(C)C)=O)[CH2:9][CH2:8]1.O1CCOCC1.[CH2:32]([N:34](CC)CC)C.ClCC#N. The catalyst is Cl.C1COCC1. The product is [O:1]1[CH:5]=[N:4][N:3]=[C:2]1[C:6]([C:20]1[CH:25]=[CH:24][CH:23]=[CH:22][CH:21]=1)=[C:7]1[CH2:8][CH2:9][N:10]([CH2:13][C:32]#[N:34])[CH2:11][CH2:12]1. The yield is 0.530.